From a dataset of Full USPTO retrosynthesis dataset with 1.9M reactions from patents (1976-2016). Predict the reactants needed to synthesize the given product. (1) Given the product [CH3:31][O:30][C:19]1[C:18]2[N:17]=[C:16]([NH2:15])[N:25]3[CH2:26][CH2:27][N:28]=[C:24]3[C:23]=2[CH:22]=[CH:21][C:20]=1[O:29][CH2:43][C@H:44]1[CH2:45][O:46]1, predict the reactants needed to synthesize it. The reactants are: FC(F)(F)C(O)=O.FC(F)(F)C(O)=O.[NH2:15][C:16]1[N:25]2[CH2:26][CH2:27][N:28]=[C:24]2[C:23]2[CH:22]=[CH:21][C:20]([OH:29])=[C:19]([O:30][CH3:31])[C:18]=2[N:17]=1.C(=O)([O-])[O-].[Cs+].[Cs+].CS(O[CH2:43][C@@H:44]1[O:46][CH2:45]1)(=O)=O. (2) The reactants are: [OH:1][CH2:2][CH:3]1[CH2:8][CH:7]2[CH2:9][CH:4]1[CH:5]=[CH:6]2.ClC1C=CC=C(C(OO)=[O:18])C=1. Given the product [OH:18][CH:6]1[CH:5]2[CH:4]3[CH:3]([CH2:8][CH:7]1[CH2:9]3)[CH2:2][O:1]2, predict the reactants needed to synthesize it. (3) Given the product [CH:1]1([C:4]2[C:5]([O:18][C@@H:19]3[CH2:24][C:23]([F:25])([F:26])[CH2:22][N:21]([CH2:28][C:29]4[CH:30]=[CH:31][C:32]([O:35][CH3:36])=[CH:33][CH:34]=4)[CH2:20]3)=[CH:6][C:7]([F:17])=[C:8]([CH:16]=2)[C:9]([O:11][C:12]([CH3:15])([CH3:14])[CH3:13])=[O:10])[CH2:3][CH2:2]1, predict the reactants needed to synthesize it. The reactants are: [CH:1]1([C:4]2[C:5]([O:18][C@@H:19]3[CH2:24][C:23]([F:26])([F:25])[C:22](=O)[N:21]([CH2:28][C:29]4[CH:34]=[CH:33][C:32]([O:35][CH3:36])=[CH:31][CH:30]=4)[CH2:20]3)=[CH:6][C:7]([F:17])=[C:8]([CH:16]=2)[C:9]([O:11][C:12]([CH3:15])([CH3:14])[CH3:13])=[O:10])[CH2:3][CH2:2]1.B. (4) Given the product [F:1][C:2]([F:15])([F:14])[C:3]1[CH:8]=[CH:7][C:6]([CH:9]([NH2:17])[CH2:10][CH2:11][CH3:12])=[CH:5][CH:4]=1, predict the reactants needed to synthesize it. The reactants are: [F:1][C:2]([F:15])([F:14])[C:3]1[CH:8]=[CH:7][C:6]([C:9](=O)[CH2:10][CH2:11][CH3:12])=[CH:5][CH:4]=1.Cl.[NH2:17]O.